This data is from Full USPTO retrosynthesis dataset with 1.9M reactions from patents (1976-2016). The task is: Predict the reactants needed to synthesize the given product. (1) Given the product [CH2:1]([O:3][C:4]([C:6]1([NH:15][C:16](=[O:25])[C:17]2[CH:22]=[CH:21][CH:20]=[C:19]([CH3:23])[C:18]=2[CH:26]=[CH:27][CH3:28])[CH2:14][C:13]2[C:8](=[CH:9][CH:10]=[CH:11][CH:12]=2)[CH2:7]1)=[O:5])[CH3:2], predict the reactants needed to synthesize it. The reactants are: [CH2:1]([O:3][C:4]([C:6]1([NH:15][C:16](=[O:25])[C:17]2[CH:22]=[CH:21][CH:20]=[C:19]([CH3:23])[C:18]=2I)[CH2:14][C:13]2[C:8](=[CH:9][CH:10]=[CH:11][CH:12]=2)[CH2:7]1)=[O:5])[CH3:2].[CH:26](/B(O)O)=[CH:27]\[CH3:28].C([O-])([O-])=O.[K+].[K+]. (2) Given the product [Br:8][C:9]1[CH:14]=[C:13]([CH2:15][N:1]2[CH2:6][CH2:5][CH2:4][CH2:3][C:2]2=[O:7])[CH:12]=[N:11][CH:10]=1, predict the reactants needed to synthesize it. The reactants are: [NH:1]1[CH2:6][CH2:5][CH2:4][CH2:3][C:2]1=[O:7].[Br:8][C:9]1[CH:10]=[N:11][CH:12]=[C:13]([CH2:15]Cl)[CH:14]=1. (3) Given the product [O:53]=[C:52]([N:54]1[CH2:59][CH2:58][N:57]([C:60](=[O:72])[C:61]2[CH:66]=[CH:65][CH:64]=[CH:63][C:62]=2[C:68]([F:71])([F:70])[F:69])[CH2:56][CH2:55]1)[CH2:51][NH:50][C:11]([C:28]1[CH:29]=[CH:30][C:31]([C:45]2[CH:44]=[CH:43][CH:9]=[C:7]([N:3]([CH3:2])[CH3:4])[CH:8]=2)=[CH:32][CH:33]=1)=[O:10], predict the reactants needed to synthesize it. The reactants are: C[CH2:2][N:3]([CH:7]([CH3:9])[CH3:8])[CH:4](C)C.[O:10]=[C:11]1NC2C=CC(C3NN=C(C(O)=O)C=3)=CC=2O1.[CH:28]1[CH:29]=[CH:30][C:31]2N(O)N=N[C:32]=2[CH:33]=1.CCN=C=N[CH2:43][CH2:44][CH2:45]N(C)C.Cl.[NH2:50][CH2:51][C:52]([N:54]1[CH2:59][CH2:58][N:57]([C:60](=[O:72])[C:61]2[CH:66]=[C:65](F)[CH:64]=[CH:63][C:62]=2[C:68]([F:71])([F:70])[F:69])[CH2:56][CH2:55]1)=[O:53]. (4) Given the product [Br:1][C:2]1[CH:6]=[C:5]([S:4][CH2:3][CH:9]([O:13][CH2:14][CH3:15])[O:10][CH2:11][CH3:12])[CH:22]=[CH:23][CH:25]=1, predict the reactants needed to synthesize it. The reactants are: [Br:1][C:2]1[CH:6]=[CH:5][S:4][CH:3]=1.BrC[CH:9]([O:13][CH2:14][CH3:15])[O:10][CH2:11][CH3:12].C(=O)([O-])[O-].[K+].[K+].[CH3:22][C:23]([CH3:25])=O. (5) The reactants are: [CH3:1][C:2]1[C:7]2[O:8][CH2:9][CH2:10][O:11][C:6]=2[CH:5]=[C:4]([CH2:12][C@@H:13]([O:38][C:39]([N:41]2[CH2:46][CH2:45][CH:44]([N:47]3[CH2:53][CH2:52][C:51]4[CH:54]=[CH:55][CH:56]=[CH:57][C:50]=4[NH:49][C:48]3=[O:58])[CH2:43][CH2:42]2)=[O:40])[C:14]([N:16]2[CH2:21][CH2:20][CH:19]([N:22]3[CH2:27][CH2:26][N:25](C(OCC4C=CC=CC=4)=O)[CH2:24][CH2:23]3)[CH2:18][CH2:17]2)=[O:15])[CH:3]=1.[H][H]. Given the product [O:58]=[C:48]1[N:47]([CH:44]2[CH2:45][CH2:46][N:41]([C:39]([O:38][C@H:13]([CH2:12][C:4]3[CH:3]=[C:2]([CH3:1])[C:7]4[O:8][CH2:9][CH2:10][O:11][C:6]=4[CH:5]=3)[C:14](=[O:15])[N:16]3[CH2:21][CH2:20][CH:19]([N:22]4[CH2:23][CH2:24][NH:25][CH2:26][CH2:27]4)[CH2:18][CH2:17]3)=[O:40])[CH2:42][CH2:43]2)[CH2:53][CH2:52][C:51]2[CH:54]=[CH:55][CH:56]=[CH:57][C:50]=2[NH:49]1, predict the reactants needed to synthesize it. (6) Given the product [OH2:27].[ClH:24].[ClH:24].[CH2:1]([N:8]1[CH2:13][CH2:12][CH:11]([NH:14][C:15]2[CH:16]=[C:17]3[C:21](=[CH:22][CH:23]=2)[NH:20][N:19]=[CH:18]3)[CH2:10][CH2:9]1)[C:2]1[CH:7]=[CH:6][CH:5]=[CH:4][CH:3]=1, predict the reactants needed to synthesize it. The reactants are: [CH2:1]([N:8]1[CH2:13][CH2:12][CH:11]([NH:14][C:15]2[CH:16]=[C:17]3[C:21](=[CH:22][CH:23]=2)[NH:20][N:19]=[CH:18]3)[CH2:10][CH2:9]1)[C:2]1[CH:7]=[CH:6][CH:5]=[CH:4][CH:3]=1.[ClH:24].CC[O:27]CC.